Dataset: Retrosynthesis with 50K atom-mapped reactions and 10 reaction types from USPTO. Task: Predict the reactants needed to synthesize the given product. (1) Given the product CCOc1cc(C2=NN(C(=O)c3sc(-c4cccnc4)nc3C)CCC2)ccc1OC, predict the reactants needed to synthesize it. The reactants are: CCOc1cc(C2=NNCCC2)ccc1OC.Cc1nc(-c2cccnc2)sc1C(=O)Cl. (2) Given the product CS(=O)c1nc(-c2cc(C(C)(C)C)c(O)c(C(C)(C)C)c2)cs1, predict the reactants needed to synthesize it. The reactants are: CSc1nc(-c2cc(C(C)(C)C)c(O)c(C(C)(C)C)c2)cs1.O=C(OO)c1cccc(Cl)c1. (3) Given the product O=C(O)Cc1ccccc1, predict the reactants needed to synthesize it. The reactants are: COC(=O)Cc1ccccc1.